From a dataset of Full USPTO retrosynthesis dataset with 1.9M reactions from patents (1976-2016). Predict the reactants needed to synthesize the given product. (1) The reactants are: [F:1][C:2]1[CH:10]=[CH:9][C:8]([N+:11]([O-:13])=[O:12])=[CH:7][C:3]=1[C:4](Cl)=[O:5].[F:14][C:15]1[CH:20]=[CH:19][CH:18]=[CH:17][C:16]=1[N:21]1[CH2:26][CH2:25][NH:24][CH2:23][CH2:22]1. Given the product [F:1][C:2]1[CH:10]=[CH:9][C:8]([N+:11]([O-:13])=[O:12])=[CH:7][C:3]=1[C:4]([N:24]1[CH2:23][CH2:22][N:21]([C:16]2[CH:17]=[CH:18][CH:19]=[CH:20][C:15]=2[F:14])[CH2:26][CH2:25]1)=[O:5], predict the reactants needed to synthesize it. (2) Given the product [CH2:11]([O:10][C:2](=[O:9])[CH:3]([CH2:14][CH2:15][CH2:16][CH2:17][CH2:18][CH2:19][O:20][CH:21]1[CH2:26][CH2:25][CH2:24][CH2:23][O:22]1)[C:4]([O:6][CH2:7][CH3:8])=[O:5])[CH3:12], predict the reactants needed to synthesize it. The reactants are: [Na].[C:2]([O:10][CH2:11][CH3:12])(=[O:9])[CH2:3][C:4]([O:6][CH2:7][CH3:8])=[O:5].Cl[CH2:14][CH2:15][CH2:16][CH2:17][CH2:18][CH2:19][O:20][CH:21]1[CH2:26][CH2:25][CH2:24][CH2:23][O:22]1.CCOCC.